Dataset: Reaction yield outcomes from USPTO patents with 853,638 reactions. Task: Predict the reaction yield, written as a fraction of the theoretical maximum amount of product (1.0 means a 100% yield; for example, 0.34 means a 34% yield). (1) The reactants are [Cl:1][C:2]1[CH:7]=[CH:6][CH:5]=[C:4]([O:8][CH3:9])[C:3]=1[CH2:10][C:11]([NH:13][C:14]([CH3:22])([CH:19]([CH3:21])[CH3:20])[C:15]([O:17]C)=O)=[O:12].CC([O-])(C)C.[K+].O. The catalyst is C1(C)C=CC=CC=1.O1CCCC1. The product is [Cl:1][C:2]1[CH:7]=[CH:6][CH:5]=[C:4]([O:8][CH3:9])[C:3]=1[CH:10]1[C:15](=[O:17])[C:14]([CH:19]([CH3:21])[CH3:20])([CH3:22])[NH:13][C:11]1=[O:12]. The yield is 0.930. (2) The reactants are C([O:3][C:4]([C:6]1[NH:7][N:8]=[C:9]2[C:14]=1[CH2:13][CH2:12][N:11]([C:15]([C:17]1[CH:25]=[CH:24][C:20]3[NH:21][N:22]=[N:23][C:19]=3[CH:18]=1)=[O:16])[CH2:10]2)=[O:5])C.[OH-].[Na+].C(O)C.Cl. The catalyst is O. The product is [NH:21]1[C:20]2[CH:24]=[CH:25][C:17]([C:15]([N:11]3[CH2:12][CH2:13][C:14]4=[C:6]([C:4]([OH:5])=[O:3])[NH:7][N:8]=[C:9]4[CH2:10]3)=[O:16])=[CH:18][C:19]=2[N:23]=[N:22]1. The yield is 0.570. (3) The reactants are [Br:1][CH2:2][C@@H:3]([OH:13])[CH2:4][C:5]1[CH:10]=[C:9]([CH3:11])[CH:8]=[CH:7][C:6]=1O.CC1C=CC(S(OCC2CC3C=CC=C(CC4C=CC=CC=4)C=3O2)(=O)=O)=CC=1. No catalyst specified. The product is [Br:1][CH2:2][C@H:3]1[CH2:4][C:5]2[CH:10]=[C:9]([CH3:11])[CH:8]=[CH:7][C:6]=2[O:13]1. The yield is 0.700. (4) The reactants are O.C1(C)C=CC(S(O)(=O)=O)=CC=1.[F:13][C:14]([F:46])([CH2:38][O:39][C:40]1[CH:45]=[CH:44][CH:43]=[CH:42][CH:41]=1)/[CH:15]=[CH:16]/[C@@H:17]1[C@@H:29]2[C@@H:20]([O:21][C:22](=[O:30])[CH2:23][CH2:24][CH2:25][CH:26]=[CH:27][CH2:28]2)[CH2:19][C@H:18]1[O:31]C1CCCCO1. The catalyst is CO. The product is [F:46][C:14]([F:13])([CH2:38][O:39][C:40]1[CH:45]=[CH:44][CH:43]=[CH:42][CH:41]=1)/[CH:15]=[CH:16]/[C@@H:17]1[C@@H:29]2[C@@H:20]([O:21][C:22](=[O:30])[CH2:23][CH2:24][CH2:25][CH:26]=[CH:27][CH2:28]2)[CH2:19][C@H:18]1[OH:31]. The yield is 0.900. (5) The reactants are Cl[C:2]1[C:7]([O:8][C:9]2[CH:14]=[CH:13][CH:12]=[CH:11][CH:10]=2)=[CH:6][N:5]=[CH:4][N:3]=1.[F:15][C:16]([F:26])([F:25])[C:17]1[CH:24]=[CH:23][C:20]([CH2:21][OH:22])=[CH:19][CH:18]=1.[H-].[Na+]. The catalyst is CC(N(C)C)=O. The product is [F:15][C:16]([F:25])([F:26])[C:17]1[CH:24]=[CH:23][C:20]([CH2:21][O:22][C:2]2[C:7]([O:8][C:9]3[CH:14]=[CH:13][CH:12]=[CH:11][CH:10]=3)=[CH:6][N:5]=[CH:4][N:3]=2)=[CH:19][CH:18]=1. The yield is 0.850. (6) The reactants are CO[CH:3]([O:19]C)[C:4]1[CH:13]=[CH:12][C:7]([O:8][CH2:9][CH2:10][NH2:11])=[C:6]([O:14][CH3:15])[C:5]=1[N+:16]([O-:18])=[O:17].C(N(CC)CC)C.[N+:28]([CH2:30][C:31]([O:33]CC)=O)#[C-:29].Cl.[OH-:37].[Na+]. The catalyst is C1COCC1.CC(C)=O.O. The product is [O:37]=[C:29]1[NH:28][CH2:30][C:31](=[O:33])[N:11]1[CH2:10][CH2:9][O:8][C:7]1[CH:12]=[CH:13][C:4]([CH:3]=[O:19])=[C:5]([N+:16]([O-:18])=[O:17])[C:6]=1[O:14][CH3:15]. The yield is 0.420. (7) The reactants are [CH3:1][C:2]1([CH3:33])[S:7][CH2:6][CH2:5][N:4]([S:8]([C:11]2[CH:16]=[CH:15][C:14]([O:17][CH2:18][C:19]#[C:20][CH2:21][CH2:22][O:23][CH:24]3[CH2:29][CH2:28][CH2:27][CH2:26][O:25]3)=[CH:13][CH:12]=2)(=[O:10])=[O:9])[CH:3]1[C:30](O)=[O:31].[OH:34][N:35]1C2C=CC=CC=2N=N1.Cl.CN(C)CCCN=C=NCC.NO. The catalyst is CN(C=O)C.C(OCC)(=O)C. The product is [OH:34][NH:35][C:30]([CH:3]1[C:2]([CH3:33])([CH3:1])[S:7][CH2:6][CH2:5][N:4]1[S:8]([C:11]1[CH:16]=[CH:15][C:14]([O:17][CH2:18][C:19]#[C:20][CH2:21][CH2:22][O:23][CH:24]2[CH2:29][CH2:28][CH2:27][CH2:26][O:25]2)=[CH:13][CH:12]=1)(=[O:10])=[O:9])=[O:31]. The yield is 0.0800. (8) The reactants are [CH:1]1([N:7]([CH:18]2[CH2:23][CH2:22][CH2:21][CH2:20][CH2:19]2)[C:8]([NH:10][C:11]2[S:12][C:13]([CH:16]=O)=[CH:14][N:15]=2)=[O:9])[CH2:6][CH2:5][CH2:4][CH2:3][CH2:2]1.Cl.[CH3:25][O:26][C:27](=[O:30])[CH2:28][NH2:29].C(O[BH-](OC(=O)C)OC(=O)C)(=O)C.[Na+]. No catalyst specified. The product is [CH3:25][O:26][C:27](=[O:30])[CH2:28][NH:29][CH2:16][C:13]1[S:12][C:11]([NH:10][C:8]([N:7]([CH:18]2[CH2:23][CH2:22][CH2:21][CH2:20][CH2:19]2)[CH:1]2[CH2:6][CH2:5][CH2:4][CH2:3][CH2:2]2)=[O:9])=[N:15][CH:14]=1. The yield is 0.390. (9) The reactants are [CH:1]([N:4]1[CH2:9][CH2:8][CH:7]([O:10][C:11]2[CH:19]=[CH:18][C:17]3[N:16]4[C@H:20]([CH3:25])[CH2:21][NH:22][C:23](=[O:24])[C:15]4=[CH:14][C:13]=3[CH:12]=2)[CH2:6][CH2:5]1)([CH3:3])[CH3:2].[H-].[Na+].Cl[CH2:29][C:30]1[N:34]=[C:33]([C:35]2[CH:40]=[CH:39][CH:38]=[CH:37][CH:36]=2)[O:32][N:31]=1. No catalyst specified. The product is [CH:1]([N:4]1[CH2:9][CH2:8][CH:7]([O:10][C:11]2[CH:19]=[CH:18][C:17]3[N:16]4[C@H:20]([CH3:25])[CH2:21][N:22]([CH2:29][C:30]5[N:34]=[C:33]([C:35]6[CH:36]=[CH:37][CH:38]=[CH:39][CH:40]=6)[O:32][N:31]=5)[C:23](=[O:24])[C:15]4=[CH:14][C:13]=3[CH:12]=2)[CH2:6][CH2:5]1)([CH3:3])[CH3:2]. The yield is 0.670.